From a dataset of Full USPTO retrosynthesis dataset with 1.9M reactions from patents (1976-2016). Predict the reactants needed to synthesize the given product. (1) Given the product [Br:56][C:57]1[CH:62]=[CH:61][C:60]([CH2:63][N:22]2[CH2:23][CH2:24][CH:19]([CH2:18][O:17][C:4]3[C:3]([CH:32]4[CH2:27][CH2:26]4)=[CH:15][C:7]([C:8]([O:10][CH3:11])=[O:9])=[C:6]([F:16])[CH:5]=3)[CH2:20][CH2:21]2)=[C:59]([Cl:65])[CH:58]=1, predict the reactants needed to synthesize it. The reactants are: Cl.Cl[C:3]1[C:4]([O:17][CH2:18][CH:19]2[CH2:24][CH2:23][NH:22][CH2:21][CH2:20]2)=[CH:5][C:6]([F:16])=[C:7]([CH:15]=1)[C:8]([O:10][C:11](C)(C)C)=[O:9].Cl.[C:26](O)(=O)[C:27]1[CH:32]=CC=CC=1.CC1C=CC(S(O[C@@H](C2C=C(Cl)C=C(Cl)C=2)C)(=O)=O)=CC=1.[Br:56][C:57]1[CH:62]=[CH:61][C:60]([CH2:63]Cl)=[C:59]([Cl:65])[CH:58]=1. (2) Given the product [CH2:19]([N:22]1[CH:14]=[C:9]([O:8][CH2:1][C:2]2[CH:3]=[CH:4][CH:5]=[CH:6][CH:7]=2)[C:10](=[O:18])[CH:11]=[C:12]1[CH:15]([F:16])[F:17])[CH:20]=[CH2:21], predict the reactants needed to synthesize it. The reactants are: [CH2:1]([O:8][C:9]1[C:10](=[O:18])[CH:11]=[C:12]([CH:15]([F:17])[F:16])O[CH:14]=1)[C:2]1[CH:7]=[CH:6][CH:5]=[CH:4][CH:3]=1.[CH2:19]([NH2:22])[CH:20]=[CH2:21]. (3) Given the product [CH2:25]([NH:21][CH2:20][CH2:19][CH2:18][CH2:17][C:10]1[C:11]2[C:16](=[CH:15][CH:14]=[CH:13][CH:12]=2)[N:8]([CH2:1][C:2]2[CH:3]=[CH:4][CH:5]=[CH:6][CH:7]=2)[N:9]=1)[CH3:26], predict the reactants needed to synthesize it. The reactants are: [CH2:1]([N:8]1[C:16]2[C:11](=[CH:12][CH:13]=[CH:14][CH:15]=2)[C:10]([CH2:17][CH2:18][CH2:19][C:20]#[N:21])=[N:9]1)[C:2]1[CH:7]=[CH:6][CH:5]=[CH:4][CH:3]=1.O.NN.[CH2:25](O)[CH3:26]. (4) Given the product [ClH:35].[N:30]1([CH2:29][CH2:28][CH2:27][NH:26][C:6]([NH:7][C:8]2[S:9][C:10]3[C:16]([C:17]4[CH:18]=[CH:19][CH:20]=[CH:21][CH:22]=4)=[CH:15][CH:14]=[C:13]([O:23][CH3:24])[C:11]=3[N:12]=2)=[O:5])[CH:34]=[CH:33][N:32]=[CH:31]1, predict the reactants needed to synthesize it. The reactants are: C([O:5][C:6](=O)[NH:7][C:8]1[S:9][C:10]2[C:16]([C:17]3[CH:22]=[CH:21][CH:20]=[CH:19][CH:18]=3)=[CH:15][CH:14]=[C:13]([O:23][CH3:24])[C:11]=2[N:12]=1)(C)(C)C.[NH2:26][CH2:27][CH2:28][CH2:29][N:30]1[CH:34]=[CH:33][N:32]=[CH:31]1.[ClH:35].CCO. (5) Given the product [CH2:1]([N:8]1[CH2:12][C@@H:11]([NH:13][CH2:14][C:15]2[CH:20]=[CH:19][C:18]([F:21])=[CH:17][C:16]=2[F:22])[CH2:10][C@H:9]1[C:30]([N:43]1[CH2:42][CH2:41][N:40]([C:38]2[CH:39]=[C:34]([Cl:33])[CH:35]=[CH:36][C:37]=2[O:46][CH3:47])[CH2:45][CH2:44]1)=[O:31])[C:2]1[CH:3]=[CH:4][CH:5]=[CH:6][CH:7]=1, predict the reactants needed to synthesize it. The reactants are: [CH2:1]([N:8]1[CH2:12][CH:11]([N:13](C(OC(C)(C)C)=O)[CH2:14][C:15]2[CH:20]=[CH:19][C:18]([F:21])=[CH:17][C:16]=2[F:22])[CH2:10][CH:9]1[C:30](O)=[O:31])[C:2]1[CH:7]=[CH:6][CH:5]=[CH:4][CH:3]=1.[Cl:33][C:34]1[CH:35]=[CH:36][C:37]([O:46][CH3:47])=[C:38]([N:40]2[CH2:45][CH2:44][NH:43][CH2:42][CH2:41]2)[CH:39]=1.